From a dataset of Full USPTO retrosynthesis dataset with 1.9M reactions from patents (1976-2016). Predict the reactants needed to synthesize the given product. (1) Given the product [Cl:1][C:2]1[C:10]([Cl:11])=[CH:9][CH:8]=[CH:7][C:3]=1[C:4]([NH:24][CH2:23][C:18]1([C:14]2[CH:13]=[N:12][CH:17]=[CH:16][CH:15]=2)[CH2:22][CH2:21][CH2:20][CH2:19]1)=[O:6], predict the reactants needed to synthesize it. The reactants are: [Cl:1][C:2]1[C:10]([Cl:11])=[CH:9][CH:8]=[CH:7][C:3]=1[C:4]([OH:6])=O.[N:12]1[CH:17]=[CH:16][CH:15]=[C:14]([C:18]2([CH2:23][NH2:24])[CH2:22][CH2:21][CH2:20][CH2:19]2)[CH:13]=1. (2) Given the product [Cl:1][C:2]1[CH:7]=[C:6]2[NH:8][C:9](=[O:34])[C:10]3([CH:15]([C:16]4[CH:21]=[CH:20][CH:19]=[C:18]([Cl:22])[CH:17]=4)[CH2:14][CH2:13][NH:12][CH:11]3[C:24]3[C:33]4[C:28](=[CH:29][CH:30]=[CH:31][CH:32]=4)[CH:27]=[CH:26][CH:25]=3)[C:5]2=[CH:4][CH:3]=1, predict the reactants needed to synthesize it. The reactants are: [Cl:1][C:2]1[CH:7]=[C:6]2[NH:8][C:9](=[O:34])[C:10]3([CH:15]([C:16]4[CH:21]=[CH:20][CH:19]=[C:18]([Cl:22])[CH:17]=4)[CH2:14][C:13](=O)[NH:12][CH:11]3[C:24]3[C:33]4[C:28](=[CH:29][CH:30]=[CH:31][CH:32]=4)[CH:27]=[CH:26][CH:25]=3)[C:5]2=[CH:4][CH:3]=1.[BH4-].[Na+]. (3) Given the product [N:15]1[CH:16]=[CH:17][CH:18]=[CH:19][C:14]=1[CH2:13][N:9]1[C:10]2[C:6](=[CH:5][C:4]([NH2:1])=[CH:12][CH:11]=2)[CH:7]=[N:8]1, predict the reactants needed to synthesize it. The reactants are: [N+:1]([C:4]1[CH:5]=[C:6]2[C:10](=[CH:11][CH:12]=1)[N:9]([CH2:13][C:14]1[CH:19]=[CH:18][CH:17]=[CH:16][N:15]=1)[N:8]=[CH:7]2)([O-])=O. (4) Given the product [Br:1][C:2]1[S:3][C:4]2[C:5]([O:31][CH3:30])=[CH:6][C:7]3[CH:16]=[CH:15][CH:14]=[CH:13][C:8]=3[C:9](=[O:12])[C:10]=2[CH:11]=1, predict the reactants needed to synthesize it. The reactants are: [Br:1][C:2]1[S:3][C:4]2[CH:5](Br)[CH:6](Br)[C:7]3[CH:16]=[CH:15][CH:14]=[CH:13][C:8]=3[C:9](=[O:12])[C:10]=2[CH:11]=1.C1CCN2C(=NCCC2)CC1.[CH3:30][OH:31]. (5) Given the product [O:42]=[C:39]1[NH:38][C:37]2[CH:43]=[C:33]([C:31]([NH:30][CH:27]3[CH2:26][CH2:25][N:24]([CH2:23][CH2:22][O:21][C:17]4[CH:16]=[N:15][C:14]5[C:19]([N:18]=4)=[CH:20][C:11]([O:5][S:6]([CH3:9])(=[O:7])=[O:8])=[CH:12][CH:13]=5)[CH2:29][CH2:28]3)=[O:32])[CH:34]=[CH:35][C:36]=2[S:41][CH2:40]1, predict the reactants needed to synthesize it. The reactants are: CS([O:5][S:6]([CH3:9])(=[O:8])=[O:7])(=O)=O.O[C:11]1[CH:20]=[C:19]2[C:14]([N:15]=[CH:16][C:17]([O:21][CH2:22][CH2:23][N:24]3[CH2:29][CH2:28][CH:27]([NH:30][C:31]([C:33]4[CH:34]=[CH:35][C:36]5[S:41][CH2:40][C:39](=[O:42])[NH:38][C:37]=5[CH:43]=4)=[O:32])[CH2:26][CH2:25]3)=[N:18]2)=[CH:13][CH:12]=1.C(N(CC)CC)C. (6) Given the product [Cl:8][C:9]1[S:13][C:12]([C:14](=[O:15])[CH2:1][C:2]2[CH:7]=[CH:6][N:5]=[CH:4][CH:3]=2)=[CH:11][CH:10]=1, predict the reactants needed to synthesize it. The reactants are: [CH3:1][C:2]1[CH:7]=[CH:6][N:5]=[CH:4][CH:3]=1.[Cl:8][C:9]1[S:13][C:12]([C:14](OCC)=[O:15])=[CH:11][CH:10]=1.C[Si]([N-][Si](C)(C)C)(C)C.[Li+].